Dataset: Forward reaction prediction with 1.9M reactions from USPTO patents (1976-2016). Task: Predict the product of the given reaction. (1) Given the reactants [NH2:1][C@H:2]([CH2:7][OH:8])[CH2:3][CH2:4][S:5][CH3:6].[CH3:9][N:10]1[CH2:15][CH2:14][N:13]([C:16]2[S:17][CH:18]=[C:19]([C:21]3[CH:26]=[CH:25][C:24]([C:27]4[O:31][C:30](=[O:32])[C:29]5([CH2:37][CH2:36][CH2:35][CH2:34][CH2:33]5)[N:28]=4)=[CH:23][CH:22]=3)[N:20]=2)[CH2:12][CH2:11]1, predict the reaction product. The product is: [CH3:9][N:10]1[CH2:15][CH2:14][N:13]([C:16]2[S:17][CH:18]=[C:19]([C:21]3[CH:22]=[CH:23][C:24]([C:27]([NH:28][C:29]4([C:30]([NH:1][C@H:2]([CH2:7][OH:8])[CH2:3][CH2:4][S:5][CH3:6])=[O:32])[CH2:33][CH2:34][CH2:35][CH2:36][CH2:37]4)=[O:31])=[CH:25][CH:26]=3)[N:20]=2)[CH2:12][CH2:11]1. (2) Given the reactants [F:1][C:2]([F:7])([F:6])[C:3]([OH:5])=[O:4].[F:8][C:9]([F:41])([F:40])[C@@:10]([C:13]1[CH:18]=[CH:17][C:16]([N:19]2[CH2:24][CH2:23][N:22]([S:25]([C:28]3[S:29][CH:30]=[CH:31][CH:32]=3)(=[O:27])=[O:26])[CH2:21][C@@H:20]2[CH2:33][C:34]2[CH:39]=[CH:38][N:37]=[CH:36][CH:35]=2)=[CH:15][CH:14]=1)([OH:12])[CH3:11].FC(F)(F)C(O)=O.FC(F)(F)[C@](C1C=CC(N2CCN(S(C3SC=CC=3)(=O)=O)C[C@H]2CC2C=CN=CC=2)=CC=1)(O)C.FC(F)(F)C(O)=O.FC(F)(F)[C@](C1C=CC(N2CCN(S(C3SC=CC=3)(=O)=O)C[C@@H]2CC2C=CN=CC=2)=CC=1)(O)C.C1N=C(N)C2N=CN([C@@H]3O[C@H](COP(OP(OC[C@H]4O[C@@H](N5C=C(C(N)=O)CC=C5)[C@H](O)[C@@H]4O)(O)=O)(O)=O)[C@@H](O)[C@H]3OP(O)(O)=O)C=2N=1, predict the reaction product. The product is: [F:1][C:2]([F:7])([F:6])[C:3]([OH:5])=[O:4].[F:41][C:9]([F:8])([F:40])[C@@:10]([C:13]1[CH:14]=[CH:15][C:16]([N:19]2[CH2:24][CH2:23][N:22]([S:25]([C:28]3[S:29][CH:30]=[CH:31][CH:32]=3)(=[O:27])=[O:26])[CH2:21][C@H:20]2[CH2:33][C:34]2[CH:35]=[CH:36][N:37]=[CH:38][CH:39]=2)=[CH:17][CH:18]=1)([OH:12])[CH3:11]. (3) Given the reactants Cl[C:2]1[N:7]=[CH:6][C:5]([CH:8]2[NH:13][C:12](=[O:14])[N:11]([C:15]3[CH:20]=[CH:19][CH:18]=[C:17]([C:21]([F:24])([F:23])[F:22])[CH:16]=3)[C:10]3[CH2:25][CH2:26][C:27](=[O:28])[C:9]2=3)=[CH:4][CH:3]=1.[CH3:29][N:30](C)C=O, predict the reaction product. The product is: [O:14]=[C:12]1[N:11]([C:15]2[CH:20]=[CH:19][CH:18]=[C:17]([C:21]([F:23])([F:24])[F:22])[CH:16]=2)[C:10]2[CH2:25][CH2:26][C:27](=[O:28])[C:9]=2[CH:8]([C:5]2[CH:4]=[CH:3][C:2]([C:29]#[N:30])=[N:7][CH:6]=2)[NH:13]1.